The task is: Predict the product of the given reaction.. This data is from Forward reaction prediction with 1.9M reactions from USPTO patents (1976-2016). (1) The product is: [CH2:1]([N:8]1[CH2:15][CH2:14][C@:13]2([CH3:19])[C:16]([CH3:18])([CH3:17])[C@H:9]1[CH2:10][C:11]1[C:39]([C:38]#[N:33])=[CH:22][CH:21]=[CH:20][C:12]=12)[C:2]1[CH:7]=[CH:6][CH:5]=[CH:4][CH:3]=1. Given the reactants [CH2:1]([N:8]1[CH2:15][CH2:14][C@:13]2([CH3:19])[C:16]([CH3:18])([CH3:17])[C@H:9]1[CH2:10][C:11]1C(OS(C(F)(F)F)(=O)=O)=[CH:22][CH:21]=[CH:20][C:12]=12)[C:2]1[CH:7]=[CH:6][CH:5]=[CH:4][CH:3]=1.O.[NH3:33].C(O[CH2:38][CH3:39])(=O)C, predict the reaction product. (2) Given the reactants Cl[C:2]1[C:11]2[C:6](=[CH:7][C:8]([Cl:15])=[C:9]([N+:12]([O-:14])=[O:13])[CH:10]=2)[N:5]=[CH:4][C:3]=1[C:16]#[N:17].[CH3:18][O:19][C:20]1[CH:21]=[CH:22][C:23]([CH3:27])=[C:24]([CH:26]=1)[NH2:25].Cl.N1C=CC=CC=1.C(=O)(O)[O-].[Na+], predict the reaction product. The product is: [Cl:15][C:8]1[CH:7]=[C:6]2[C:11]([C:2]([NH:25][C:24]3[CH:26]=[C:20]([O:19][CH3:18])[CH:21]=[CH:22][C:23]=3[CH3:27])=[C:3]([C:16]#[N:17])[CH:4]=[N:5]2)=[CH:10][C:9]=1[N+:12]([O-:14])=[O:13]. (3) The product is: [NH2:12][C@@H:3]([C:4]1[CH:9]=[C:8]([F:10])[CH:7]=[C:6]([Br:11])[CH:5]=1)[CH2:2][NH:1][C:25](=[O:27])[CH3:26]. Given the reactants [NH2:1][CH2:2][C@@H:3]([NH:12][S@](C(C)(C)C)=O)[C:4]1[CH:9]=[C:8]([F:10])[CH:7]=[C:6]([Br:11])[CH:5]=1.N1C=CC=CC=1.[C:25](OC(=O)C)(=[O:27])[CH3:26].Cl, predict the reaction product.